The task is: Predict which catalyst facilitates the given reaction.. This data is from Catalyst prediction with 721,799 reactions and 888 catalyst types from USPTO. (1) Product: [CH3:43][O:42][C:40]1[CH:41]=[C:36]([NH:33][C:34]([N:14]2[CH2:15][CH2:16][CH2:17][CH:12]([C:6]3([CH2:18][C:19]4[CH:24]=[CH:23][CH:22]=[C:21]([Cl:25])[CH:20]=4)[C:5]4[C:9](=[CH:10][C:2]([Cl:1])=[CH:3][CH:4]=4)[NH:8][C:7]3=[O:11])[CH2:13]2)=[O:35])[CH:37]=[C:38]([O:46][CH3:47])[C:39]=1[O:44][CH3:45]. Reactant: [Cl:1][C:2]1[CH:10]=[C:9]2[C:5]([C:6]([CH2:18][C:19]3[CH:24]=[CH:23][CH:22]=[C:21]([Cl:25])[CH:20]=3)([CH:12]3[CH2:17][CH2:16][CH2:15][NH:14][CH2:13]3)[C:7](=[O:11])[NH:8]2)=[CH:4][CH:3]=1.C(N(CC)CC)C.[N:33]([C:36]1[CH:37]=[C:38]([O:46][CH3:47])[C:39]([O:44][CH3:45])=[C:40]([O:42][CH3:43])[CH:41]=1)=[C:34]=[O:35]. The catalyst class is: 4. (2) Reactant: C(Cl)[Cl:2].FC(F)(F)S([O-])(=O)=O.[C:12]1([S+:18]([C:27]2[CH:32]=[CH:31][CH:30]=[CH:29][CH:28]=2)[C:19]2[CH:24]=[CH:23][C:22]([O:25]C)=[CH:21][CH:20]=2)[CH:17]=[CH:16][CH:15]=[CH:14][CH:13]=1.B(Br)(Br)Br.C(Cl)Cl. Product: [Cl-:2].[C:12]1([S+:18]([C:27]2[CH:32]=[CH:31][CH:30]=[CH:29][CH:28]=2)[C:19]2[CH:24]=[CH:23][C:22]([OH:25])=[CH:21][CH:20]=2)[CH:17]=[CH:16][CH:15]=[CH:14][CH:13]=1. The catalyst class is: 5. (3) Reactant: Br[C:2]1[CH:7]=[CH:6][C:5]([O:8][CH3:9])=[CH:4][CH:3]=1.ClC1C=CC(OC)=CC=1.IC1C=CC(OC)=CC=1.[CH3:28][NH:29][C:30]1[CH:35]=[CH:34][CH:33]=[CH:32][CH:31]=1.CC([O-])(C)C.[Na+]. Product: [CH3:9][O:8][C:5]1[CH:6]=[CH:7][C:2]([N:29]([CH3:28])[C:30]2[CH:35]=[CH:34][CH:33]=[CH:32][CH:31]=2)=[CH:3][CH:4]=1. The catalyst class is: 11. (4) Reactant: C(OC([NH:8][C:9]1[N:14]=[CH:13][C:12]([CH2:15][C:16]([C:25]2[N:26]=[CH:27][N:28]([CH2:30][C:31]#[CH:32])[CH:29]=2)(C(OC)=O)[C:17]([O:19]C)=[O:18])=[CH:11][CH:10]=1)=O)(C)(C)C. Product: [NH2:8][C:9]1[N:14]=[CH:13][C:12]([CH2:15][CH:16]([C:25]2[N:26]=[CH:27][N:28]([CH2:30][C:31]#[CH:32])[CH:29]=2)[C:17]([OH:19])=[O:18])=[CH:11][CH:10]=1. The catalyst class is: 33. (5) Reactant: [N+]([O-])(O)=O.[NH+]([O-])=O.[CH3:8][O:9][C:10](=[O:36])[C:11]1[CH:16]=[CH:15][C:14]([CH3:17])=[C:13]([N:18]2[CH:22]=[C:21]([C:23]3[CH:24]=[N:25][N:26]([C:29]4[CH:34]=[CH:33][CH:32]=[CH:31][CH:30]=4)[C:27]=3[CH3:28])[N:20]=[C:19]2S)[CH:12]=1.C([O-])(O)=O.[Na+]. Product: [CH3:8][O:9][C:10](=[O:36])[C:11]1[CH:16]=[CH:15][C:14]([CH3:17])=[C:13]([N:18]2[CH:22]=[C:21]([C:23]3[CH:24]=[N:25][N:26]([C:29]4[CH:34]=[CH:33][CH:32]=[CH:31][CH:30]=4)[C:27]=3[CH3:28])[N:20]=[CH:19]2)[CH:12]=1. The catalyst class is: 52. (6) Reactant: Cl.[NH2:2][CH2:3][C:4]1[CH:12]=[CH:11][CH:10]=[C:9]2[C:5]=1[CH2:6][N:7]([CH:14]1[CH2:19][CH2:18][C:17](=[O:20])[NH:16][C:15]1=[O:21])[C:8]2=[O:13].[C:22]1([CH3:31])[CH:27]=[CH:26][CH:25]=[C:24]([C:28](Cl)=[O:29])[CH:23]=1. Product: [O:21]=[C:15]1[CH:14]([N:7]2[CH2:6][C:5]3[C:9](=[CH:10][CH:11]=[CH:12][C:4]=3[CH2:3][NH:2][C:28](=[O:29])[C:24]3[CH:25]=[CH:26][CH:27]=[C:22]([CH3:31])[CH:23]=3)[C:8]2=[O:13])[CH2:19][CH2:18][C:17](=[O:20])[NH:16]1. The catalyst class is: 1. (7) Reactant: [C:1]([O:5][C:6]([N:8]([CH2:25][CH:26]1[CH2:28][CH2:27]1)[C:9]1[CH:14]=[C:13]([C:15]2[O:16][CH:17]=[C:18]([C:20]([O:22]CC)=[O:21])[N:19]=2)[CH:12]=[CH:11][N:10]=1)=[O:7])([CH3:4])([CH3:3])[CH3:2].[OH-].[Na+].C(O)C.Cl. Product: [C:1]([O:5][C:6]([N:8]([CH2:25][CH:26]1[CH2:27][CH2:28]1)[C:9]1[CH:14]=[C:13]([C:15]2[O:16][CH:17]=[C:18]([C:20]([OH:22])=[O:21])[N:19]=2)[CH:12]=[CH:11][N:10]=1)=[O:7])([CH3:4])([CH3:2])[CH3:3]. The catalyst class is: 1.